This data is from Forward reaction prediction with 1.9M reactions from USPTO patents (1976-2016). The task is: Predict the product of the given reaction. (1) Given the reactants O=C1CCC(=O)N1OC(=O)OCC1C=CC=CC=1.C(N(CC)CC)C.Cl.[CH3:27][O:28][C:29]([C@@H:31]1[CH:35]=[CH:34][CH2:33][N:32]1[C:36]([O:38][CH2:39][C:40]1[CH:45]=[CH:44][CH:43]=[CH:42][CH:41]=1)=[O:37])=[O:30], predict the reaction product. The product is: [CH3:27][O:28][C:29]([C@@H:31]1[CH:35]=[CH:34][CH2:33][N:32]1[C:36]([O:38][CH2:39][C:40]1[CH:41]=[CH:42][CH:43]=[CH:44][CH:45]=1)=[O:37])=[O:30]. (2) The product is: [CH2:1]([O:5][P:6]([C:13]1[CH:17]=[CH:16][S:15][C:14]=1[C:24]1[S:25][CH:26]=[CH:27][C:28]=1[P:29]([O:36][CH2:37][CH2:38][CH2:39][CH3:40])([O:31][CH2:32][CH2:33][CH2:34][CH3:35])=[O:30])([O:8][CH2:9][CH2:10][CH2:11][CH3:12])=[O:7])[CH2:2][CH2:3][CH3:4]. Given the reactants [CH2:1]([O:5][P:6]([C:13]1[CH:17]=[CH:16][S:15][C:14]=1I)([O:8][CH2:9][CH2:10][CH2:11][CH3:12])=[O:7])[CH2:2][CH2:3][CH3:4].C([Sn](CCCC)(CCCC)[C:24]1[S:25][CH:26]=[CH:27][C:28]=1[P:29]([O:36][CH2:37][CH2:38][CH2:39][CH3:40])([O:31][CH2:32][CH2:33][CH2:34][CH3:35])=[O:30])CCC.Cl, predict the reaction product.